This data is from Full USPTO retrosynthesis dataset with 1.9M reactions from patents (1976-2016). The task is: Predict the reactants needed to synthesize the given product. Given the product [Cl:18][C:15]1[S:14][C:13]([S:10]([NH:9][CH2:8][CH2:7][C:6]([OH:19])=[O:5])(=[O:11])=[O:12])=[CH:17][CH:16]=1, predict the reactants needed to synthesize it. The reactants are: C([O:5][C:6](=[O:19])[CH2:7][CH2:8][NH:9][S:10]([C:13]1[S:14][C:15]([Cl:18])=[CH:16][CH:17]=1)(=[O:12])=[O:11])CCC.